Predict the reactants needed to synthesize the given product. From a dataset of Full USPTO retrosynthesis dataset with 1.9M reactions from patents (1976-2016). The reactants are: [F:1][C:2]([F:34])([F:33])[C:3]1[CH:8]=[CH:7][C:6]([NH:9][C:10]2[N:32]=[C:13]3[CH:14]=[CH:15][CH:16]=[C:17]([O:18][C@H:19]4[CH2:24][CH2:23][CH2:22][N:21](C(OC(C)(C)C)=O)[CH2:20]4)[N:12]3[N:11]=2)=[CH:5][CH:4]=1.FC(F)(F)C(O)=O. Given the product [NH:21]1[CH2:22][CH2:23][CH2:24][C@H:19]([O:18][C:17]2[N:12]3[N:11]=[C:10]([NH:9][C:6]4[CH:7]=[CH:8][C:3]([C:2]([F:34])([F:1])[F:33])=[CH:4][CH:5]=4)[N:32]=[C:13]3[CH:14]=[CH:15][CH:16]=2)[CH2:20]1, predict the reactants needed to synthesize it.